This data is from Forward reaction prediction with 1.9M reactions from USPTO patents (1976-2016). The task is: Predict the product of the given reaction. (1) Given the reactants [F:1][C:2]1([F:21])[CH2:7][O:6][C:5]([NH2:8])=[N:4][C@@:3]21[C:17]1[C:12](=[CH:13][CH:14]=[C:15]([NH2:18])[CH:16]=1)[O:11][C:10]([CH3:20])([CH3:19])[CH2:9]2.[C:22]([C:24]1[CH:25]=[CH:26][C:27]([C:30](O)=[O:31])=[N:28][CH:29]=1)#[N:23], predict the reaction product. The product is: [NH2:8][C:5]1[O:6][CH2:7][C:2]([F:1])([F:21])[C@@:3]2([C:17]3[C:12](=[CH:13][CH:14]=[C:15]([NH:18][C:30](=[O:31])[C:27]4[CH:26]=[CH:25][C:24]([C:22]#[N:23])=[CH:29][N:28]=4)[CH:16]=3)[O:11][C:10]([CH3:19])([CH3:20])[CH2:9]2)[N:4]=1. (2) Given the reactants [Br:1][C:2]1[C:7]([I:8])=[CH:6][CH:5]=[CH:4][C:3]=1[OH:9].CN(C=O)C.C([O-])([O-])=O.[K+].[K+].Br[CH:22]1[CH2:27][CH2:26][CH2:25][CH2:24][CH2:23]1, predict the reaction product. The product is: [Br:1][C:2]1[C:7]([I:8])=[CH:6][CH:5]=[CH:4][C:3]=1[O:9][CH:22]1[CH2:27][CH2:26][CH2:25][CH2:24][CH2:23]1. (3) Given the reactants [Cl:1][C:2]1[CH:14]=[CH:13][CH:12]=[C:11](I)[C:3]=1[O:4][CH:5]1[CH2:10][CH2:9][CH2:8][CH2:7][O:6]1.CC1(C)C(C)(C)OB([C:24]2[CH:41]=[CH:40][C:27]([O:28][CH2:29][C:30]3[CH:39]=[CH:38][C:37]4[C:32](=[CH:33][CH:34]=[CH:35][CH:36]=4)[N:31]=3)=[CH:26][CH:25]=2)O1.C([O-])([O-])=O.[Na+].[Na+], predict the reaction product. The product is: [Cl:1][C:2]1[C:3]([O:4][CH:5]2[CH2:10][CH2:9][CH2:8][CH2:7][O:6]2)=[C:11]([C:24]2[CH:25]=[CH:26][C:27]([O:28][CH2:29][C:30]3[CH:39]=[CH:38][C:37]4[C:32](=[CH:33][CH:34]=[CH:35][CH:36]=4)[N:31]=3)=[CH:40][CH:41]=2)[CH:12]=[CH:13][CH:14]=1. (4) Given the reactants [N:1]1([CH2:7][C:8]2[CH:13]=[CH:12][C:11]([CH2:14][NH:15][C:16](=[O:18])[CH3:17])=[CH:10][CH:9]=2)[CH2:6][CH2:5][NH:4][CH2:3][CH2:2]1.[Cl:19][C:20]1[N:25]=[C:24]([Cl:26])[CH:23]=[CH:22][N:21]=1.C(=O)([O-])[O-].[K+].[K+].O, predict the reaction product. The product is: [Cl:19][C:20]1[N:25]=[C:24]([N:4]2[CH2:5][CH2:6][N:1]([CH2:7][C:8]3[CH:9]=[CH:10][C:11]([CH2:14][NH:15][C:16](=[O:18])[CH3:17])=[CH:12][CH:13]=3)[CH2:2][CH2:3]2)[CH:23]=[CH:22][N:21]=1.[Cl:26][C:24]1[CH:23]=[CH:22][N:21]=[C:20]([N:4]2[CH2:5][CH2:6][N:1]([CH2:7][C:8]3[CH:9]=[CH:10][C:11]([CH2:14][NH:15][C:16](=[O:18])[CH3:17])=[CH:12][CH:13]=3)[CH2:2][CH2:3]2)[N:25]=1. (5) The product is: [F:1][C:2]1[CH:3]=[C:4]([C:9]2[N:13]3[CH2:14][C:15]([CH3:27])([CH3:26])[CH2:16][NH:17][CH2:18][C:12]3=[C:11]([C:28]([NH:29][C@@H:30]([C:35]([CH3:38])([CH3:37])[CH3:36])[C:31]([NH:33][CH3:34])=[O:32])=[O:39])[N:10]=2)[CH:5]=[CH:6][C:7]=1[F:8]. Given the reactants [F:1][C:2]1[CH:3]=[C:4]([C:9]2[N:13]3[CH2:14][C:15]([CH3:27])([CH3:26])[CH2:16][N:17](C(OC(C)(C)C)=O)[CH2:18][C:12]3=[C:11]([C:28](=[O:39])[NH:29][C@@H:30]([C:35]([CH3:38])([CH3:37])[CH3:36])[C:31]([NH:33][CH3:34])=[O:32])[N:10]=2)[CH:5]=[CH:6][C:7]=1[F:8].C(O)(C(F)(F)F)=O, predict the reaction product. (6) Given the reactants Cl[C:2]1[CH:7]=[CH:6][C:5]([C:8]2[S:9][C:10]3[N:11]=[CH:12][N:13]=[CH:14][C:15]=3[N:16]=2)=[CH:4][C:3]=1[C:17]#[N:18].[F:19][C:20]1[CH:21]=[C:22]([OH:26])[CH:23]=[CH:24][CH:25]=1.[H-].[Na+].O, predict the reaction product. The product is: [C:17]([C:3]1[CH:4]=[C:5]([C:8]2[S:9][C:10]3[N:11]=[CH:12][N:13]=[CH:14][C:15]=3[N:16]=2)[CH:6]=[CH:7][C:2]=1[O:26][C:22]1[CH:23]=[CH:24][CH:25]=[C:20]([F:19])[CH:21]=1)#[N:18]. (7) Given the reactants C(Cl)(=O)C.[CH2:5]1[C:10]2([CH2:15][CH2:14][N:13](C(OC(C)(C)C)=O)[CH2:12][CH2:11]2)[CH2:9][CH2:8][CH2:7][O:6]1, predict the reaction product. The product is: [CH2:5]1[C:10]2([CH2:11][CH2:12][NH:13][CH2:14][CH2:15]2)[CH2:9][CH2:8][CH2:7][O:6]1.